From a dataset of Catalyst prediction with 721,799 reactions and 888 catalyst types from USPTO. Predict which catalyst facilitates the given reaction. (1) Reactant: Br[C:2]1[CH:10]=[CH:9][C:8]([C:11]([NH2:13])=[O:12])=[C:7]2[C:3]=1[CH:4]=[CH:5][N:6]2[CH2:14][O:15][CH2:16][CH2:17][Si:18]([CH3:21])([CH3:20])[CH3:19].[CH3:22][C:23]1[C:28](B2OC(C)(C)C(C)(C)O2)=[CH:27][CH:26]=[CH:25][C:24]=1[N:38]1[C:47](=[O:48])[C:46]2[C:41](=[CH:42][CH:43]=[CH:44][CH:45]=2)[N:40]=[CH:39]1.C([O-])([O-])=O.[Na+].[Na+].C1(C)C(CCO)=CC=CC=1. Product: [CH3:22][C:23]1[C:24]([N:38]2[C:47](=[O:48])[C:46]3[C:41](=[CH:42][CH:43]=[CH:44][CH:45]=3)[N:40]=[CH:39]2)=[CH:25][CH:26]=[CH:27][C:28]=1[C:2]1[CH:10]=[CH:9][C:8]([C:11]([NH2:13])=[O:12])=[C:7]2[C:3]=1[CH:4]=[CH:5][N:6]2[CH2:14][O:15][CH2:16][CH2:17][Si:18]([CH3:21])([CH3:20])[CH3:19]. The catalyst class is: 73. (2) Reactant: [H-].[Al+3].[Li+].[H-].[H-].[H-].C[O:8][C:9]([C@H:11]1[CH2:16][CH2:15][C@H:14]([NH:17][C:18]([C:20]2[CH:21]=[CH:22][C:23]3[S:28][CH2:27][C:26](=[O:29])[NH:25][C:24]=3[CH:30]=2)=[O:19])[CH2:13][CH2:12]1)=O. Product: [OH:8][CH2:9][C@H:11]1[CH2:12][CH2:13][C@H:14]([NH:17][C:18]([C:20]2[CH:21]=[CH:22][C:23]3[S:28][CH2:27][C:26](=[O:29])[NH:25][C:24]=3[CH:30]=2)=[O:19])[CH2:15][CH2:16]1. The catalyst class is: 7.